This data is from Peptide-MHC class I binding affinity with 185,985 pairs from IEDB/IMGT. The task is: Regression. Given a peptide amino acid sequence and an MHC pseudo amino acid sequence, predict their binding affinity value. This is MHC class I binding data. (1) The peptide sequence is CTDPPLLSV. The MHC is HLA-A02:12 with pseudo-sequence HLA-A02:12. The binding affinity (normalized) is 0.420. (2) The peptide sequence is QCFSVVLRY. The MHC is HLA-B51:01 with pseudo-sequence HLA-B51:01. The binding affinity (normalized) is 0.0847.